From a dataset of TCR-epitope binding with 47,182 pairs between 192 epitopes and 23,139 TCRs. Binary Classification. Given a T-cell receptor sequence (or CDR3 region) and an epitope sequence, predict whether binding occurs between them. (1) The epitope is MMISAGFSL. The TCR CDR3 sequence is CATSVGADTQYF. Result: 0 (the TCR does not bind to the epitope). (2) The epitope is NLSALGIFST. The TCR CDR3 sequence is CASSTPSRGIQPQHF. Result: 1 (the TCR binds to the epitope).